This data is from Forward reaction prediction with 1.9M reactions from USPTO patents (1976-2016). The task is: Predict the product of the given reaction. (1) Given the reactants [C:1]1(C)[CH:6]=CC=C[CH:2]=1.[C:8]1(=O)[O:13][C:11](=[O:12])[CH:10]=[CH:9]1.[C:15]1(=[O:22])O[C:19](=O)[CH:18]=[C:16]1[CH3:17], predict the reaction product. The product is: [C:11]([OH:13])(=[O:12])[C:10]1[CH:6]=[CH:1][CH:2]=[CH:8][CH:9]=1.[CH:15](=[O:22])[C:16]1[CH:17]=[CH:2][CH:1]=[CH:19][CH:18]=1. (2) Given the reactants [Br:1][C:2]1[CH:3]=[C:4]2[C:9](Cl)=[C:8]([C:11]([NH2:13])=[O:12])[CH:7]=[N:6][N:5]2[CH:14]=1.Cl.[NH2:16][C@H:17]([CH3:30])[C:18]([C:21]1[O:22][CH:23]=[C:24]([C:26]([O:28][CH3:29])=[O:27])[N:25]=1)([CH3:20])[CH3:19].C(=O)([O-])[O-].[K+].[K+], predict the reaction product. The product is: [Br:1][C:2]1[CH:3]=[C:4]2[C:9]([NH:16][C@H:17]([CH3:30])[C:18]([C:21]3[O:22][CH:23]=[C:24]([C:26]([O:28][CH3:29])=[O:27])[N:25]=3)([CH3:20])[CH3:19])=[C:8]([C:11](=[O:12])[NH2:13])[CH:7]=[N:6][N:5]2[CH:14]=1. (3) Given the reactants [CH2:1]([C:3](CO)(C)[C:4]([OH:6])=[O:5])O.O=C=[N:12]C1CC(C)(C)CC(C)(CN=C=O)C1.[C:26]([O:30][CH2:31][CH2:32]O)(=[O:29])C=C, predict the reaction product. The product is: [C:4]([OH:6])(=[O:5])[CH:3]=[CH2:1].[NH2:12][C:26]([O:30][CH2:31][CH3:32])=[O:29].